From a dataset of Full USPTO retrosynthesis dataset with 1.9M reactions from patents (1976-2016). Predict the reactants needed to synthesize the given product. (1) Given the product [N:7]1[CH:8]=[CH:9][CH:10]=[CH:11][C:6]=1[S:5][CH2:4][C:3]([OH:12])=[O:2], predict the reactants needed to synthesize it. The reactants are: C[O:2][C:3](=[O:12])[CH2:4][S:5][C:6]1[CH:11]=[CH:10][CH:9]=[CH:8][N:7]=1.[OH-].[Na+]. (2) Given the product [Cl:8][C:6]1[C:5]([CH:9]([F:11])[F:10])=[CH:4][N:3]=[C:2]([CH3:13])[CH:7]=1, predict the reactants needed to synthesize it. The reactants are: Cl[C:2]1[CH:7]=[C:6]([Cl:8])[C:5]([CH:9]([F:11])[F:10])=[CH:4][N:3]=1.[Zn](C)[CH3:13]. (3) Given the product [CH2:1]([O:3][C:4]([C:6]1([C:9]2[CH:10]=[CH:11][C:12]([C:15]3[CH:20]=[CH:19][C:18]([C:21]4[O:25][N:24]=[C:23]([CH3:26])[C:22]=4[NH:27][C:29]4[CH:34]=[CH:33][CH:32]=[C:31]([CH2:35][C:36]5[CH:41]=[CH:40][CH:39]=[C:38]([F:42])[CH:37]=5)[N:30]=4)=[CH:17][CH:16]=3)=[CH:13][CH:14]=2)[CH2:8][CH2:7]1)=[O:5])[CH3:2], predict the reactants needed to synthesize it. The reactants are: [CH2:1]([O:3][C:4]([C:6]1([C:9]2[CH:14]=[CH:13][C:12]([C:15]3[CH:20]=[CH:19][C:18]([C:21]4[O:25][N:24]=[C:23]([CH3:26])[C:22]=4[NH2:27])=[CH:17][CH:16]=3)=[CH:11][CH:10]=2)[CH2:8][CH2:7]1)=[O:5])[CH3:2].Br[C:29]1[CH:34]=[CH:33][CH:32]=[C:31]([CH2:35][C:36]2[CH:41]=[CH:40][CH:39]=[C:38]([F:42])[CH:37]=2)[N:30]=1. (4) Given the product [SH:13][C:2]1[N:9]=[C:8]([CH3:10])[CH:7]=[CH:6][C:3]=1[C:4]#[N:5], predict the reactants needed to synthesize it. The reactants are: Cl[C:2]1[N:9]=[C:8]([CH3:10])[CH:7]=[CH:6][C:3]=1[C:4]#[N:5].NC(N)=[S:13]. (5) Given the product [N+:7]([C:10]1[CH:15]=[CH:14][C:13]([N:1]2[CH2:5][C:4](=[O:6])[NH:3][CH2:2]2)=[CH:12][CH:11]=1)([O-:9])=[O:8], predict the reactants needed to synthesize it. The reactants are: [NH:1]1[CH2:5][C:4](=[O:6])[NH:3][CH2:2]1.[N+:7]([C:10]1[CH:15]=[CH:14][CH:13]=[CH:12][CH:11]=1)([O-:9])=[O:8].C(N(C(C)C)CC)(C)C. (6) The reactants are: [F:1]/[C:2](/[C:15]1[CH:19]=[C:18]([CH3:20])[N:17]([CH2:21][C:22]2[CH:23]=[C:24]([CH:28]=[CH:29][CH:30]=2)[C:25]([OH:27])=O)[N:16]=1)=[CH:3]\[C:4]1[CH:9]=[CH:8][C:7]([S:10][C:11]([F:14])([F:13])[F:12])=[CH:6][CH:5]=1.[OH:31][CH:32]1[CH2:37][CH2:36][NH:35][CH2:34][CH2:33]1. Given the product [F:1]/[C:2](/[C:15]1[CH:19]=[C:18]([CH3:20])[N:17]([CH2:21][C:22]2[CH:23]=[C:24]([C:25]([N:35]3[CH2:36][CH2:37][CH:32]([OH:31])[CH2:33][CH2:34]3)=[O:27])[CH:28]=[CH:29][CH:30]=2)[N:16]=1)=[CH:3]\[C:4]1[CH:5]=[CH:6][C:7]([S:10][C:11]([F:12])([F:14])[F:13])=[CH:8][CH:9]=1, predict the reactants needed to synthesize it. (7) Given the product [Cl:19][C:20]1[CH:29]=[C:28]([Cl:30])[C:6]2[C:4](=[C:3]([CH3:2])[C:9]([O:10][CH3:11])=[CH:8][CH:7]=2)[N:5]=1, predict the reactants needed to synthesize it. The reactants are: Cl.[CH3:2][C:3]1[C:9]([O:10][CH3:11])=[CH:8][CH:7]=[CH:6][C:4]=1[NH2:5].C(O)(=O)CC(O)=O.[Cl:19][C:20]1[CH:29]=[C:28]([Cl:30])C2C(=C(Cl)C(OC)=CC=2)N=1. (8) Given the product [Cl:1][C:2]1[CH:3]=[CH:4][C:5](=[O:37])[N:6]([CH2:8][C:9]2[CH:14]=[CH:13][C:12]([CH2:15][N:16]3[CH:24]=[C:23]4[C:18]([N:19]=[CH:20][N:21]=[C:22]4[NH:25][CH2:26][C:27]4[C:32]([Cl:33])=[CH:31][CH:30]=[C:29]([OH:34])[C:28]=4[F:36])=[N:17]3)=[CH:11][CH:10]=2)[CH:7]=1, predict the reactants needed to synthesize it. The reactants are: [Cl:1][C:2]1[CH:3]=[CH:4][C:5](=[O:37])[N:6]([CH2:8][C:9]2[CH:14]=[CH:13][C:12]([CH2:15][N:16]3[CH:24]=[C:23]4[C:18]([N:19]=[CH:20][N:21]=[C:22]4[NH:25][CH2:26][C:27]4[C:32]([Cl:33])=[CH:31][CH:30]=[C:29]([O:34]C)[C:28]=4[F:36])=[N:17]3)=[CH:11][CH:10]=2)[CH:7]=1.B(Br)(Br)Br. (9) Given the product [F:6][C:7]1[CH:8]=[N:9][CH:10]=[C:11]([F:13])[C:12]=1[C:56]1[C:55]2[C:50](=[CH:51][CH:52]=[C:53]([C:67]([O:69][CH2:70][CH3:71])=[O:68])[CH:54]=2)[N:49]=[C:48]([CH3:47])[C:57]=1[CH3:58], predict the reactants needed to synthesize it. The reactants are: C([Li])CCC.[F:6][C:7]1[CH:8]=[N:9][CH:10]=[C:11]([F:13])[CH:12]=1.C1(P(C2CCCCC2)C2C=CC=CC=2C2C(OC(C)C)=CC=CC=2OC(C)C)CCCCC1.[CH3:47][C:48]1[C:57]([CH3:58])=[C:56](OS(C(F)(F)F)(=O)=O)[C:55]2[C:50](=[CH:51][CH:52]=[C:53]([C:67]([O:69][CH2:70][CH3:71])=[O:68])[CH:54]=2)[N:49]=1. (10) Given the product [OH:8][C@@H:9]1[CH2:14][CH2:13][C@H:12]([N:15]2[C:23]3[CH:22]=[CH:21][NH:20][C:19](=[O:24])[C:18]=3[C:17]([C:26]3[CH:31]=[CH:30][C:29]([S:32]([NH2:35])(=[O:34])=[O:33])=[CH:28][CH:27]=3)=[CH:16]2)[CH2:11][CH2:10]1, predict the reactants needed to synthesize it. The reactants are: [Si]([O:8][C@@H:9]1[CH2:14][CH2:13][C@H:12]([N:15]2[C:23]3[CH:22]=[CH:21][N:20]=[C:19]([O:24]C)[C:18]=3[C:17]([C:26]3[CH:31]=[CH:30][C:29]([S:32]([NH2:35])(=[O:34])=[O:33])=[CH:28][CH:27]=3)=[CH:16]2)[CH2:11][CH2:10]1)(C(C)(C)C)(C)C.[I-].[Na+].Cl[Si](C)(C)C.C(=O)([O-])O.[Na+].